This data is from Full USPTO retrosynthesis dataset with 1.9M reactions from patents (1976-2016). The task is: Predict the reactants needed to synthesize the given product. (1) Given the product [CH3:16][C:13]1([CH3:15])[C:12]([CH3:17])([CH3:18])[O:11][B:10]([C:38]2[CH:43]=[CH:42][C:41]([NH:44][C:45](=[O:47])[CH3:46])=[CH:40][CH:39]=2)[O:14]1, predict the reactants needed to synthesize it. The reactants are: [B:10]1([B:10]2[O:14][C:13]([CH3:16])([CH3:15])[C:12]([CH3:18])([CH3:17])[O:11]2)[O:14][C:13]([CH3:16])([CH3:15])[C:12]([CH3:18])([CH3:17])[O:11]1.C(OOC(=O)C1C=CC=CC=1)(=O)C1C=CC=CC=1.N[C:38]1[CH:43]=[CH:42][C:41]([NH:44][C:45](=[O:47])[CH3:46])=[CH:40][CH:39]=1.N(OC(C)(C)C)=O. (2) Given the product [CH3:33][O:14][C:12]([CH3:15])([CH3:13])[C@H:11]([C:16]1[CH:21]=[CH:20][CH:19]=[CH:18][CH:17]=1)[N:10]([CH2:9][C:8]1[CH:7]=[CH:6][C:5]([O:4][CH3:3])=[CH:32][CH:31]=1)[CH2:22][C:23]1[CH:24]=[CH:25][C:26]([O:29][CH3:30])=[CH:27][CH:28]=1, predict the reactants needed to synthesize it. The reactants are: [H-].[Na+].[CH3:3][O:4][C:5]1[CH:32]=[CH:31][C:8]([CH2:9][N:10]([CH2:22][C:23]2[CH:28]=[CH:27][C:26]([O:29][CH3:30])=[CH:25][CH:24]=2)[C@@H:11]([C:16]2[CH:21]=[CH:20][CH:19]=[CH:18][CH:17]=2)[C:12]([CH3:15])([OH:14])[CH3:13])=[CH:7][CH:6]=1.[CH3:33]I. (3) Given the product [C:59]([O:63][C:64](=[O:71])[NH:65][CH2:66][CH:67]1[CH2:68][N:69]([C:29](=[O:31])[C:28]2[CH:32]=[CH:33][C:25]([NH:24][C:14]3[N:13]=[C:12]([NH:11][CH2:10][C:9]4[CH:8]=[CH:7][C:6]([O:5][CH2:4][C:3]([CH2:2][Cl:1])=[CH2:36])=[CH:35][CH:34]=4)[N:17]=[C:16]([O:18][CH2:19][C:20]([F:23])([F:21])[F:22])[N:15]=3)=[CH:26][CH:27]=2)[CH2:70]1)([CH3:62])([CH3:60])[CH3:61], predict the reactants needed to synthesize it. The reactants are: [Cl:1][CH2:2][C:3](=[CH2:36])[CH2:4][O:5][C:6]1[CH:35]=[CH:34][C:9]([CH2:10][NH:11][C:12]2[N:17]=[C:16]([O:18][CH2:19][C:20]([F:23])([F:22])[F:21])[N:15]=[C:14]([NH:24][C:25]3[CH:33]=[CH:32][C:28]([C:29]([OH:31])=O)=[CH:27][CH:26]=3)[N:13]=2)=[CH:8][CH:7]=1.CN(C(ON1N=NC2C=CC=CC1=2)=[N+](C)C)C.[B-](F)(F)(F)F.[C:59]([O:63][C:64](=[O:71])[NH:65][CH2:66][CH:67]1[CH2:70][NH:69][CH2:68]1)([CH3:62])([CH3:61])[CH3:60].CCN(C(C)C)C(C)C. (4) Given the product [CH3:22][C:3]1([NH:23][C:24]([C:26]2[S:27][C:28]([Cl:31])=[CH:29][CH:30]=2)=[O:25])[CH2:4][C:5](=[O:21])[N:6]([C:7]2[CH:12]=[CH:11][C:10]([N:13]3[CH2:18][CH2:17][O:16][CH2:15][C:14]3=[O:19])=[C:9]([CH3:20])[CH:8]=2)[CH2:2]1, predict the reactants needed to synthesize it. The reactants are: O[CH2:2][C:3]([NH:23][C:24]([C:26]1[S:27][C:28]([Cl:31])=[CH:29][CH:30]=1)=[O:25])([CH3:22])[CH2:4][C:5](=[O:21])[NH:6][C:7]1[CH:12]=[CH:11][C:10]([N:13]2[CH2:18][CH2:17][O:16][CH2:15][C:14]2=[O:19])=[C:9]([CH3:20])[CH:8]=1.N(C(OC(C)C)=O)=NC(OC(C)C)=O.C1(P(C2C=CC=CC=2)C2C=CC=CC=2)C=CC=CC=1.